From a dataset of Forward reaction prediction with 1.9M reactions from USPTO patents (1976-2016). Predict the product of the given reaction. (1) Given the reactants [Cl:1][C:2]1[N:7]=[C:6]([C:8]#[N:9])[C:5]([N+:10]([O-])=O)=[CH:4][CH:3]=1.[NH4+].[OH-:14], predict the reaction product. The product is: [NH2:10][C:5]1[C:6]([C:8]([NH2:9])=[O:14])=[N:7][C:2]([Cl:1])=[CH:3][CH:4]=1. (2) Given the reactants [S:1]1(=[O:11])(=[O:10])[N:5]2[CH2:6][CH2:7][NH:8][CH2:9][CH:4]2[CH2:3][CH2:2]1.C1COCC1.[CH3:17][O:18][C:19]1[CH:60]=[CH:59][C:22]([CH2:23][N:24]([CH2:50][C:51]2[CH:56]=[CH:55][C:54]([O:57][CH3:58])=[CH:53][CH:52]=2)[C:25]2[N:30]=[C:29]([CH3:31])[N:28]=[C:27]([C:32]3[C:33]([NH:40][C:41]4[CH:42]=[N:43][C:44]([O:48][CH3:49])=[C:45]([F:47])[CH:46]=4)=[N:34][CH:35]=[C:36]([CH:39]=3)[CH:37]=O)[N:26]=2)=[CH:21][CH:20]=1.C([BH3-])#N.[Na+], predict the reaction product. The product is: [O:11]=[S:1]1(=[O:10])[N:5]2[CH2:6][CH2:7][N:8]([CH2:37][C:36]3[CH:39]=[C:32]([C:27]4[N:28]=[C:29]([CH3:31])[N:30]=[C:25]([N:24]([CH2:23][C:22]5[CH:59]=[CH:60][C:19]([O:18][CH3:17])=[CH:20][CH:21]=5)[CH2:50][C:51]5[CH:56]=[CH:55][C:54]([O:57][CH3:58])=[CH:53][CH:52]=5)[N:26]=4)[C:33]([NH:40][C:41]4[CH:42]=[N:43][C:44]([O:48][CH3:49])=[C:45]([F:47])[CH:46]=4)=[N:34][CH:35]=3)[CH2:9][CH:4]2[CH2:3][CH2:2]1. (3) Given the reactants CO[C:3](=[O:10])[CH2:4][C:5](=[O:9])[CH:6]([CH3:8])[CH3:7].[CH3:11][NH:12][CH2:13][CH2:14][OH:15], predict the reaction product. The product is: [OH:15][CH2:14][CH2:13][N:12]([CH3:11])[C:3](=[O:10])[CH2:4][C:5](=[O:9])[CH:6]([CH3:7])[CH3:8]. (4) Given the reactants [C:1]([O:5][C:6]([NH:8][C@H:9]([C:13]1[CH:18]=[CH:17][C:16]([O:19][CH2:20][CH2:21][O:22][CH:23]2CCCCO2)=[CH:15][CH:14]=1)[C:10]([OH:12])=[O:11])=[O:7])([CH3:4])([CH3:3])[CH3:2].BrCCOC, predict the reaction product. The product is: [C:1]([O:5][C:6]([NH:8][C@H:9]([C:13]1[CH:14]=[CH:15][C:16]([O:19][CH2:20][CH2:21][O:22][CH3:23])=[CH:17][CH:18]=1)[C:10]([OH:12])=[O:11])=[O:7])([CH3:4])([CH3:3])[CH3:2]. (5) Given the reactants [CH3:1][C:2]1[CH:6]=[C:5]([CH3:7])[NH:4][C:3]=1[C:8]([O:10][CH2:11][CH3:12])=[O:9].[H-].[Na+].[CH:15]12S[CH:16]1[CH:17]1[S:21][CH:18]1[CH:19]=[CH:20]2.O, predict the reaction product. The product is: [CH3:1][C:2]1[C:6]([S:21][C:18]2[CH:19]=[CH:20][CH:15]=[CH:16][CH:17]=2)=[C:5]([CH3:7])[NH:4][C:3]=1[C:8]([O:10][CH2:11][CH3:12])=[O:9]. (6) Given the reactants [CH:1]([N:4](CC)C(C)C)(C)[CH3:2].S(=O)(=O)(O)O.[NH2:15][C:16]1[CH:17]=[C:18]([CH:23]=[C:24]([F:27])[C:25]=1[CH3:26])[C:19]([O:21][CH3:22])=[O:20].BrCC#N, predict the reaction product. The product is: [C:1]([CH2:2][NH:15][C:16]1[CH:17]=[C:18]([CH:23]=[C:24]([F:27])[C:25]=1[CH3:26])[C:19]([O:21][CH3:22])=[O:20])#[N:4].